From a dataset of Forward reaction prediction with 1.9M reactions from USPTO patents (1976-2016). Predict the product of the given reaction. Given the reactants [C:1]([O:5][C:6]([N:8]1[C:17]2[C:12](=[CH:13][C:14]([Br:18])=[CH:15][N:16]=2)[CH2:11][CH2:10][CH2:9]1)=[O:7])([CH3:4])([CH3:3])[CH3:2].[O-:19]S([O-])=O.[Na+].[Na+].CCOC(C)=O.C(Cl)Cl, predict the reaction product. The product is: [C:1]([O:5][C:6]([N:8]1[C:17]2[C:12](=[CH:13][C:14]([Br:18])=[CH:15][N:16]=2)[C:11](=[O:19])[CH2:10][CH2:9]1)=[O:7])([CH3:4])([CH3:2])[CH3:3].